Task: Predict the reactants needed to synthesize the given product.. Dataset: Full USPTO retrosynthesis dataset with 1.9M reactions from patents (1976-2016) (1) Given the product [Cl:12][C:4]1[C:5]([O:10][CH3:11])=[CH:6][C:7]([O:8][CH3:9])=[C:2]([Cl:1])[C:3]=1[C:13]1[CH:14]=[C:15]2[C:20](=[CH:21][CH:22]=1)[N:19]=[C:18]([NH:23][C@H:24]1[C@@H:25]([NH2:29])[CH2:26][O:27][CH2:28]1)[N:17]=[CH:16]2, predict the reactants needed to synthesize it. The reactants are: [Cl:1][C:2]1[C:7]([O:8][CH3:9])=[CH:6][C:5]([O:10][CH3:11])=[C:4]([Cl:12])[C:3]=1[C:13]1[CH:14]=[C:15]2[C:20](=[CH:21][CH:22]=1)[N:19]=[C:18]([NH:23][C@@H:24]1[CH2:28][O:27][CH2:26][C@@H:25]1[NH:29]C(=O)OC(C)(C)C)[N:17]=[CH:16]2.C(O)(C(F)(F)F)=O. (2) The reactants are: [NH2:1][C:2]1[CH:7]=[CH:6][C:5]([N+:8]([O-:10])=[O:9])=[CH:4][C:3]=1[SH:11].C(=O)(O)[O-].[Na+].Cl[CH2:18][C:19](Cl)=[O:20]. Given the product [N+:8]([C:5]1[CH:6]=[CH:7][C:2]2[NH:1][C:19](=[O:20])[CH2:18][S:11][C:3]=2[CH:4]=1)([O-:10])=[O:9], predict the reactants needed to synthesize it. (3) Given the product [CH3:1][O:2][C:3]([C:5]1[C:13]2[N:12]=[C:11]([C:14]3[C:15]([F:31])=[C:16]([F:30])[C:17]([C:22]4[CH:23]=[CH:24][C:25]([CH:28]=[O:29])=[CH:26][CH:27]=4)=[C:18]([F:21])[C:19]=3[F:20])[NH:10][C:9]=2[CH:8]=[C:7]([CH3:32])[CH:6]=1)=[O:4], predict the reactants needed to synthesize it. The reactants are: [CH3:1][O:2][C:3]([C:5]1[C:13]2[N:12]=[C:11]([C:14]3[C:19]([F:20])=[C:18]([F:21])[C:17]([C:22]4[CH:27]=[CH:26][C:25]([CH2:28][OH:29])=[CH:24][CH:23]=4)=[C:16]([F:30])[C:15]=3[F:31])[NH:10][C:9]=2[CH:8]=[C:7]([CH3:32])[CH:6]=1)=[O:4].[Cr](O[Cr]([O-])(=O)=O)([O-])(=O)=O.[NH+]1C=CC=CC=1.[NH+]1C=CC=CC=1. (4) Given the product [CH3:1][C:2]1[CH:15]=[CH:14][C:5]([O:6][C:7]2[N:12]=[CH:11][C:10]([NH:13][C:21](=[O:23])[CH3:22])=[CH:9][CH:8]=2)=[CH:4][C:3]=1[O:16][C:17]([F:18])([F:20])[F:19], predict the reactants needed to synthesize it. The reactants are: [CH3:1][C:2]1[CH:15]=[CH:14][C:5]([O:6][C:7]2[N:12]=[CH:11][C:10]([NH2:13])=[CH:9][CH:8]=2)=[CH:4][C:3]=1[O:16][C:17]([F:20])([F:19])[F:18].[C:21](Cl)(=[O:23])[CH3:22]. (5) Given the product [N:32]1([C:33]([O:1][N:2]2[C:6](=[O:7])[CH2:5][CH:4]([C:8]3[CH:9]=[CH:10][CH:11]=[CH:12][CH:13]=3)[C:3]2=[O:14])=[O:44])[CH2:39][CH2:38][CH2:34][CH2:35][CH2:36]1, predict the reactants needed to synthesize it. The reactants are: [OH:1][N:2]1[C:6](=[O:7])[CH2:5][CH:4]([C:8]2[CH:13]=[CH:12][CH:11]=[CH:10][CH:9]=2)[C:3]1=[O:14].ClC1C=CC(C(C2C=CC(Cl)=CC=2)N2CCN(C(O[N:32]3[C:36](=O)[CH2:35][CH:34]([C:38]4C=CC=C[CH:39]=4)[C:33]3=[O:44])=O)CC2)=CC=1.N1CCCCC1. (6) Given the product [CH3:37][C:34]1([CH3:38])[O:33][CH:32]([CH2:31][N:2]2[C:3]([CH2:6][N:7]3[C:15]4[C:10](=[C:11]([NH:16][C:17]([C:19]5[N:23]6[CH:24]=[CH:25][CH:26]=[CH:27][C:22]6=[N:21][CH:20]=5)=[O:18])[CH:12]=[CH:13][CH:14]=4)[C:9]([CH2:28][CH3:29])=[N:8]3)=[CH:4][CH:5]=[N:1]2)[CH2:36][O:35]1, predict the reactants needed to synthesize it. The reactants are: [NH:1]1[CH:5]=[CH:4][C:3]([CH2:6][N:7]2[C:15]3[C:10](=[C:11]([NH:16][C:17]([C:19]4[N:23]5[CH:24]=[CH:25][CH:26]=[CH:27][C:22]5=[N:21][CH:20]=4)=[O:18])[CH:12]=[CH:13][CH:14]=3)[C:9]([CH2:28][CH3:29])=[N:8]2)=[N:2]1.Br[CH2:31][CH:32]1[CH2:36][O:35][C:34]([CH3:38])([CH3:37])[O:33]1.O.[OH-].[Cs+]. (7) Given the product [ClH:40].[ClH:40].[NH2:24][CH2:23][CH2:22][N:13]1[C:12](=[O:32])[C:11]2[C:16](=[CH:17][C:8]([NH:7][CH:1]3[CH2:2][CH2:3][CH2:4][CH2:5][CH2:6]3)=[C:9]([F:33])[CH:10]=2)[N:15]([CH:18]([CH3:19])[CH3:20])[C:14]1=[O:21], predict the reactants needed to synthesize it. The reactants are: [CH:1]1([NH:7][C:8]2[CH:17]=[C:16]3[C:11]([C:12](=[O:32])[N:13]([CH2:22][CH2:23][NH:24]C(=O)OC(C)(C)C)[C:14](=[O:21])[N:15]3[CH:18]([CH3:20])[CH3:19])=[CH:10][C:9]=2[F:33])[CH2:6][CH2:5][CH2:4][CH2:3][CH2:2]1.C(OC(=O)C)C.[ClH:40]. (8) Given the product [F:80][C:81]1[CH:87]=[CH:86][C:84]([NH:85][C:23]([C:18]2[NH:19][C:20]3[C:16]([CH:17]=2)=[CH:15][C:14]([C:12]([N:9]2[CH2:10][CH2:11][N:6]([CH:1]4[CH2:5][CH2:4][CH2:3][CH2:2]4)[CH2:7][CH2:8]2)=[O:13])=[CH:22][CH:21]=3)=[O:25])=[CH:83][CH:82]=1, predict the reactants needed to synthesize it. The reactants are: [CH:1]1([N:6]2[CH2:11][CH2:10][N:9]([C:12]([C:14]3[CH:15]=[C:16]4[C:20](=[CH:21][CH:22]=3)[NH:19][C:18]([C:23]([OH:25])=O)=[CH:17]4)=[O:13])[CH2:8][CH2:7]2)[CH2:5][CH2:4][CH2:3][CH2:2]1.C1(N2CCN(C(C3C=C4C(=CC=3)NC(C(N3CCS(=O)(=O)CC3)=O)=C4)=O)CC2)CCCC1.F[B-](F)(F)F.N1(OC(N(C)C)=[N+](C)C)C2C=CC=CC=2N=N1.[F:80][C:81]1[CH:87]=[CH:86][C:84]([NH2:85])=[CH:83][CH:82]=1.C(N(CC)C(C)C)(C)C.